Dataset: Forward reaction prediction with 1.9M reactions from USPTO patents (1976-2016). Task: Predict the product of the given reaction. (1) Given the reactants [CH3:1][C:2]1[C:7]([O:8][C:9]2[CH:10]=[C:11]3[C:15](=[CH:16][CH:17]=2)[CH2:14][C@H:13]([NH:18][S:19]([CH:22]([CH3:24])[CH3:23])(=[O:21])=[O:20])[CH2:12]3)=[CH:6][CH:5]=[CH:4][N:3]=1.[ClH:25], predict the reaction product. The product is: [ClH:25].[CH3:1][C:2]1[C:7]([O:8][C:9]2[CH:10]=[C:11]3[C:15](=[CH:16][CH:17]=2)[CH2:14][C@H:13]([NH:18][S:19]([CH:22]([CH3:24])[CH3:23])(=[O:21])=[O:20])[CH2:12]3)=[CH:6][CH:5]=[CH:4][N:3]=1. (2) The product is: [Br:1][C:2]1[N:7]=[C:6]([CH:8]([C:14]2[CH:15]=[CH:16][C:11]([F:10])=[CH:12][CH:13]=2)[OH:9])[CH:5]=[CH:4][CH:3]=1. Given the reactants [Br:1][C:2]1[N:7]=[C:6]([CH:8]=[O:9])[CH:5]=[CH:4][CH:3]=1.[F:10][C:11]1[CH:16]=[CH:15][C:14]([Mg]Br)=[CH:13][CH:12]=1, predict the reaction product. (3) Given the reactants [CH3:1][O:2][C:3]([NH:5][C@@H:6]([CH:10]([CH3:12])[CH3:11])[C:7](O)=[O:8])=[O:4].OC(C(F)(F)F)=O.[I:20][C:21]1[CH:34]=[CH:33][C:24]2[NH:25][C:26]([C@@H:28]3[CH2:32][CH2:31][CH2:30][NH:29]3)=[N:27][C:23]=2[CH:22]=1.CCN(C(C)C)C(C)C.CN(C(ON1N=NC2C=CC=NC1=2)=[N+](C)C)C.F[P-](F)(F)(F)(F)F, predict the reaction product. The product is: [I:20][C:21]1[CH:34]=[CH:33][C:24]2[NH:25][C:26]([C@@H:28]3[CH2:32][CH2:31][CH2:30][N:29]3[C:7](=[O:8])[C@@H:6]([NH:5][C:3](=[O:4])[O:2][CH3:1])[CH:10]([CH3:12])[CH3:11])=[N:27][C:23]=2[CH:22]=1. (4) Given the reactants CS[C:3](=[NH:22])[CH2:4][C:5]1[CH:6]=[CH:7][C:8]2[S:13][C:12]3[N:14]=[CH:15][CH:16]=[N:17][C:11]=3[N:10]([CH2:18][O:19][CH3:20])[C:9]=2[CH:21]=1.[NH2:23][C:24]1[CH:29]=[CH:28][CH:27]=[CH:26][CH:25]=1, predict the reaction product. The product is: [C:24]1([NH:23][C:3](=[NH:22])[CH2:4][C:5]2[CH:6]=[CH:7][C:8]3[S:13][C:12]4[N:14]=[CH:15][CH:16]=[N:17][C:11]=4[N:10]([CH2:18][O:19][CH3:20])[C:9]=3[CH:21]=2)[CH:29]=[CH:28][CH:27]=[CH:26][CH:25]=1. (5) Given the reactants S(Cl)(Cl)=O.[C:5]([NH:8][C@H:9]([C:12]([OH:14])=[O:13])[CH2:10][SH:11])(=[O:7])[CH3:6].[CH3:15]O, predict the reaction product. The product is: [CH3:15][O:13][C:12](=[O:14])[C@H:9]([CH2:10][SH:11])[NH:8][C:5](=[O:7])[CH3:6]. (6) Given the reactants CS(C)=O.C(Cl)(=O)C(Cl)=O.[C:11]1([CH3:26])[CH:16]=[CH:15][C:14]([C:17]([NH:19][C@H:20]([CH2:24][OH:25])[CH:21]([CH3:23])[CH3:22])=[O:18])=[CH:13][CH:12]=1.C(N(CC)CC)C, predict the reaction product. The product is: [C:11]1([CH3:26])[CH:12]=[CH:13][C:14]([C:17]([NH:19][C@H:20]([CH:24]=[O:25])[CH:21]([CH3:23])[CH3:22])=[O:18])=[CH:15][CH:16]=1. (7) Given the reactants [NH2:1][C:2]1[C:7]2[C:8]([C:11]3[CH:16]=[CH:15][C:14]([NH:17][C:18]([C:20]4[N:21]([CH3:29])[C:22]5[C:27]([CH:28]=4)=[CH:26][CH:25]=[CH:24][CH:23]=5)=[O:19])=[C:13]([O:30][CH3:31])[CH:12]=3)=[CH:9][S:10][C:6]=2[C:5](/[CH:32]=[CH:33]/[CH2:34][CH2:35][OH:36])=[CH:4][N:3]=1.[C:37]1([CH3:47])[CH:42]=[CH:41][C:40]([S:43](Cl)(=[O:45])=[O:44])=[CH:39][CH:38]=1.C(N(CC)CC)C.CC1C=CN=C(N)C=1C, predict the reaction product. The product is: [CH3:47][C:37]1[CH:42]=[CH:41][C:40]([S:43]([O:36][CH2:35][CH2:34]/[CH:33]=[CH:32]/[C:5]2[C:6]3[S:10][CH:9]=[C:8]([C:11]4[CH:16]=[CH:15][C:14]([NH:17][C:18]([C:20]5[N:21]([CH3:29])[C:22]6[C:27]([CH:28]=5)=[CH:26][CH:25]=[CH:24][CH:23]=6)=[O:19])=[C:13]([O:30][CH3:31])[CH:12]=4)[C:7]=3[C:2]([NH2:1])=[N:3][CH:4]=2)(=[O:45])=[O:44])=[CH:39][CH:38]=1. (8) Given the reactants C(N=C=O)CC.[NH2:7][C:8]1[C:9](=[O:30])[N:10]([CH2:27][CH2:28][CH3:29])[C:11](=[O:26])[N:12]([CH2:15][CH2:16][C:17]2[CH:22]=[CH:21][CH:20]=[C:19]([N+:23]([O-:25])=[O:24])[CH:18]=2)[C:13]=1[NH2:14].[C:31]1([CH2:37][C:38](O)=O)[CH:36]=[CH:35][CH:34]=[CH:33][CH:32]=1, predict the reaction product. The product is: [CH2:37]([C:38]1[NH:7][C:8]2[C:9](=[O:30])[N:10]([CH2:27][CH2:28][CH3:29])[C:11](=[O:26])[N:12]([CH2:15][CH2:16][C:17]3[CH:22]=[CH:21][CH:20]=[C:19]([N+:23]([O-:25])=[O:24])[CH:18]=3)[C:13]=2[N:14]=1)[C:31]1[CH:36]=[CH:35][CH:34]=[CH:33][CH:32]=1. (9) Given the reactants I[C:2]1[C:10]2[C:5](=[CH:6][CH:7]=[C:8]([NH:11][C:12](=[O:24])[CH:13]([N:19]3[CH2:23][CH2:22][CH2:21][CH2:20]3)[C:14]3[CH:18]=[CH:17][S:16][CH:15]=3)[CH:9]=2)[NH:4][N:3]=1.[C:25]([O-:28])([O-])=[O:26].[Na+].[Na+], predict the reaction product. The product is: [O:26]1[C:6]2[CH:7]=[CH:8][C:9]([C:2]3[C:10]4[C:5](=[CH:6][CH:7]=[C:8]([NH:11][C:12](=[O:24])[CH:13]([N:19]5[CH2:23][CH2:22][CH2:21][CH2:20]5)[C:14]5[CH:18]=[CH:17][S:16][CH:15]=5)[CH:9]=4)[NH:4][N:3]=3)=[CH:10][C:5]=2[O:28][CH2:25]1. (10) Given the reactants [Br:1][C:2]1[CH:10]=[C:9]2[C:5]([C:6]([C:11](=[O:16])[C:12]([F:15])([F:14])[F:13])=[CH:7][NH:8]2)=[CH:4][CH:3]=1.[CH3:17][Mg]Cl, predict the reaction product. The product is: [Br:1][C:2]1[CH:10]=[C:9]2[C:5]([C:6]([C:11]([OH:16])([CH3:17])[C:12]([F:13])([F:14])[F:15])=[CH:7][NH:8]2)=[CH:4][CH:3]=1.